Dataset: Catalyst prediction with 721,799 reactions and 888 catalyst types from USPTO. Task: Predict which catalyst facilitates the given reaction. (1) Reactant: [NH:1](C(OC(C)(C)C)=O)[C@H:2]([C:18]([O:20][CH3:21])=[O:19])[CH2:3][CH2:4][CH2:5][CH2:6][NH:7][C:8]([O:10][CH2:11][C:12]1[CH:17]=[CH:16][CH:15]=[CH:14][CH:13]=1)=[O:9].C(O)(C(F)(F)F)=O. Product: [NH2:1][C@@H:2]([CH2:3][CH2:4][CH2:5][CH2:6][NH:7][C:8]([O:10][CH2:11][C:12]1[CH:17]=[CH:16][CH:15]=[CH:14][CH:13]=1)=[O:9])[C:18]([O:20][CH3:21])=[O:19]. The catalyst class is: 2. (2) Reactant: [C:1]([O:5][C:6](=[O:37])[NH:7][C@@H:8]([C@H:19]1[CH2:24][CH2:23][C@H:22]([NH:25][C:26]([C:28]2[N:33]=[CH:32][N:31]3[CH:34]=[CH:35][CH:36]=[C:30]3[CH:29]=2)=[O:27])[CH2:21][CH2:20]1)[C:9]([N:11]1[CH2:15][CH2:14][CH2:13][C@H:12]1[C:16](=O)[NH2:17])=[O:10])([CH3:4])([CH3:3])[CH3:2].N1C=CN=C1.P(Cl)(Cl)(Cl)=O. Product: [C:1]([O:5][C:6](=[O:37])[NH:7][C@@H:8]([C@H:19]1[CH2:20][CH2:21][C@H:22]([NH:25][C:26]([C:28]2[N:33]=[CH:32][N:31]3[CH:34]=[CH:35][CH:36]=[C:30]3[CH:29]=2)=[O:27])[CH2:23][CH2:24]1)[C:9]([N:11]1[CH2:15][CH2:14][CH2:13][C@H:12]1[C:16]#[N:17])=[O:10])([CH3:4])([CH3:2])[CH3:3]. The catalyst class is: 272. (3) The catalyst class is: 30. Product: [CH3:23][C:9]1([CH2:12][C:13]2[C:22]3[C:17](=[CH:18][CH:19]=[CH:20][CH:21]=3)[CH:16]=[CH:15][CH:14]=2)[C:8]2[CH:24]=[CH:25][C:5]([C:3]([OH:4])=[O:2])=[CH:6][C:7]=2[O:11][CH2:10]1. Reactant: C[O:2][C:3]([C:5]1[CH:25]=[CH:24][C:8]2[C:9]([CH3:23])([CH2:12][C:13]3[C:22]4[C:17](=[CH:18][CH:19]=[CH:20][CH:21]=4)[CH:16]=[CH:15][CH:14]=3)[CH2:10][O:11][C:7]=2[CH:6]=1)=[O:4].[OH-].[Na+].C(O)C.Cl. (4) Reactant: [CH3:1][C:2]1[CH:8]=[CH:7][C:5]([NH2:6])=[CH:4][C:3]=1[N+:9]([O-:11])=[O:10].[C:12]([C:14]([C:17]1[CH:18]=[C:19]([CH:23]=[CH:24][CH:25]=1)[C:20](O)=[O:21])([CH3:16])[CH3:15])#[N:13].CCN=C=NCCCN(C)C.C1C=CC2N(O)N=NC=2C=1.C(N(C(C)C)CC)(C)C. Product: [C:12]([C:14]([C:17]1[CH:18]=[C:19]([CH:23]=[CH:24][CH:25]=1)[C:20]([NH:6][C:5]1[CH:7]=[CH:8][C:2]([CH3:1])=[C:3]([N+:9]([O-:11])=[O:10])[CH:4]=1)=[O:21])([CH3:16])[CH3:15])#[N:13]. The catalyst class is: 85. (5) Reactant: [Cl:1][C:2]1[CH:21]=[CH:20][C:5]([O:6][C:7]2[CH:19]=[CH:18][C:10]([O:11][CH2:12][C@@H:13]3[CH2:17][CH2:16][CH2:15][NH:14]3)=[CH:9][CH:8]=2)=[CH:4][CH:3]=1.Br[CH2:23][CH2:24][CH2:25][N:26]1[C:30](=[O:31])[C:29]2=[CH:32][CH:33]=[CH:34][CH:35]=[C:28]2[C:27]1=[O:36].C(=O)([O-])[O-].[K+].[K+]. Product: [Cl:1][C:2]1[CH:21]=[CH:20][C:5]([O:6][C:7]2[CH:19]=[CH:18][C:10]([O:11][CH2:12][C@@H:13]3[CH2:17][CH2:16][CH2:15][N:14]3[CH2:23][CH2:24][CH2:25][N:26]3[C:30](=[O:31])[C:29]4[C:28](=[CH:35][CH:34]=[CH:33][CH:32]=4)[C:27]3=[O:36])=[CH:9][CH:8]=2)=[CH:4][CH:3]=1. The catalyst class is: 3. (6) Reactant: [Cl:1][C:2]1[CH:7]=[CH:6][C:5]([O:8][C:9]2[CH:14]=[CH:13][C:12]([CH2:15][CH2:16][O:17][C:18]3[NH:19][CH:20]=[C:21]([CH2:25][CH3:26])[C:22](=[O:24])[N:23]=3)=[CH:11][CH:10]=2)=[CH:4][C:3]=1[C:27]([F:30])([F:29])[F:28].[CH3:31]CN(C(C)C)C(C)C.CI. The catalyst class is: 2. Product: [Cl:1][C:2]1[CH:7]=[CH:6][C:5]([O:8][C:9]2[CH:10]=[CH:11][C:12]([CH2:15][CH2:16][O:17][C:18]3[N:19]([CH3:31])[CH:20]=[C:21]([CH2:25][CH3:26])[C:22](=[O:24])[N:23]=3)=[CH:13][CH:14]=2)=[CH:4][C:3]=1[C:27]([F:28])([F:30])[F:29].